From a dataset of Reaction yield outcomes from USPTO patents with 853,638 reactions. Predict the reaction yield, written as a fraction of the theoretical maximum amount of product (1.0 means a 100% yield; for example, 0.34 means a 34% yield). (1) The reactants are [H-].[Na+].[C:3]([O:9][C:10]([CH3:13])(C)C)(=[O:8])[CH2:4][C:5]([CH3:7])=[O:6].Cl.Cl[CH2:16][C:17]1[CH:22]=[CH:21][N:20]=[CH:19][CH:18]=1.C(=O)([O-])O.[Na+]. The catalyst is CN(C)C=O. The product is [C:5]([CH:4]([CH2:16][C:17]1[CH:22]=[CH:21][N:20]=[CH:19][CH:18]=1)[C:3]([O:9][CH2:10][CH3:13])=[O:8])(=[O:6])[CH3:7]. The yield is 0.180. (2) The reactants are C1C=CC=CC=1.[CH2:7]([O:10][C:11]1[C:12]([NH2:21])=[CH:13][C:14]2[C:19]([CH:20]=1)=[CH:18][CH:17]=[CH:16][CH:15]=2)[CH2:8][CH3:9].[C:22]([CH:25]([C:31]1[CH:36]=[CH:35][C:34]([O:37][CH3:38])=[CH:33][CH:32]=1)[C:26](OCC)=[O:27])(=O)[CH3:23].C(OCC)(=O)C. The catalyst is CCCCCC. The product is [CH3:38][O:37][C:34]1[CH:35]=[CH:36][C:31]([C:25]2[C:26](=[O:27])[C:13]3[C:14]4[CH:15]=[CH:16][CH:17]=[CH:18][C:19]=4[CH:20]=[C:11]([O:10][CH2:7][CH2:8][CH3:9])[C:12]=3[NH:21][C:22]=2[CH3:23])=[CH:32][CH:33]=1. The yield is 0.720. (3) The catalyst is O1CCCC1. The yield is 0.410. The product is [C:26]([O:30][C:31](=[O:49])[N:32]([C:33]1[CH:38]=[CH:37][C:36]([CH:39]([C:12]2[C:13]3[C:14](=[N:15][CH:16]=[C:17]([Cl:19])[CH:18]=3)[N:10]([S:7]([C:1]3[CH:6]=[CH:5][CH:4]=[CH:3][CH:2]=3)(=[O:9])=[O:8])[CH:11]=2)[OH:40])=[CH:35][N:34]=1)[CH2:41][C:42]1[CH:47]=[CH:46][CH:45]=[CH:44][C:43]=1[F:48])([CH3:29])([CH3:27])[CH3:28]. The reactants are [C:1]1([S:7]([N:10]2[C:14]3=[N:15][CH:16]=[C:17]([Cl:19])[CH:18]=[C:13]3[C:12](I)=[CH:11]2)(=[O:9])=[O:8])[CH:6]=[CH:5][CH:4]=[CH:3][CH:2]=1.C([Mg]Cl)(C)C.[C:26]([O:30][C:31](=[O:49])[N:32]([CH2:41][C:42]1[CH:47]=[CH:46][CH:45]=[CH:44][C:43]=1[F:48])[C:33]1[CH:38]=[CH:37][C:36]([CH:39]=[O:40])=[CH:35][N:34]=1)([CH3:29])([CH3:28])[CH3:27].[Cl-].[NH4+]. (4) The reactants are [Cl:1][C:2]1[CH:7]=[CH:6][C:5]([C:8]2[N:9]([CH2:23][C@H:24]([OH:29])[C:25]([F:28])([F:27])[F:26])[C:10](=[O:22])[N:11]([CH2:13][C:14]3[N:18]=[C:17]([CH:19]([OH:21])[CH3:20])[NH:16][N:15]=3)[N:12]=2)=[CH:4][CH:3]=1.[Cl:30][C:31]1[CH:36]=[CH:35][C:34]([Cl:37])=[CH:33][C:32]=1B(O)O.B(O)O. The catalyst is N1C=CC=CC=1.C([O-])(=O)C.[Cu+2].C([O-])(=O)C. The product is [Cl:1][C:2]1[CH:3]=[CH:4][C:5]([C:8]2[N:9]([CH2:23][C@H:24]([OH:29])[C:25]([F:26])([F:28])[F:27])[C:10](=[O:22])[N:11]([CH2:13][C:14]3[N:18]=[C:17]([CH:19]([OH:21])[CH3:20])[N:16]([C:35]4[CH:36]=[C:31]([Cl:30])[CH:32]=[CH:33][C:34]=4[Cl:37])[N:15]=3)[N:12]=2)=[CH:6][CH:7]=1. The yield is 0.970. (5) The reactants are [Br:1][C:2]1[CH:7]=[CH:6][C:5]([NH2:8])=[C:4]([F:9])[CH:3]=1.C[Si]([N-][Si](C)(C)C)(C)C.[Li+].Cl[C:21]1[N:22]([CH3:33])[C:23](=[O:32])[C:24]([CH3:31])=[CH:25][C:26]=1[C:27]([O:29][CH3:30])=[O:28]. The catalyst is C1COCC1. The product is [Br:1][C:2]1[CH:7]=[CH:6][C:5]([NH:8][C:21]2[N:22]([CH3:33])[C:23](=[O:32])[C:24]([CH3:31])=[CH:25][C:26]=2[C:27]([O:29][CH3:30])=[O:28])=[C:4]([F:9])[CH:3]=1. The yield is 0.840. (6) The reactants are [CH3:1][O:2][CH2:3][C@@H:4]1[CH2:8][N:7]([C:9]([O:11][C:12]([CH3:15])([CH3:14])[CH3:13])=[O:10])[C@H:6]([C:16]2[NH:20][C:19]3[C:21]4[C:26]([CH:27]=[CH:28][C:18]=3[N:17]=2)=[CH:25][C:24]2[C:29]3[C:34]([CH2:35][O:36][C:23]=2[CH:22]=4)=[CH:33][C:32](B2OC(C)(C)C(C)(C)O2)=[CH:31][CH:30]=3)[CH2:5]1.Br[C:47]1[NH:51][C:50]([C@@H:52]2[CH2:56][CH2:55][C@H:54]([CH3:57])[N:53]2[C:58](=[O:68])[C@@H:59]([NH:63][C:64](=[O:67])[O:65][CH3:66])[CH:60]([CH3:62])[CH3:61])=[N:49][CH:48]=1.C(=O)([O-])[O-].[K+].[K+]. The catalyst is COCCOC.CN(C)C=O.[Pd].C1(P(C2C=CC=CC=2)C2C=CC=CC=2)C=CC=CC=1.C1(P(C2C=CC=CC=2)C2C=CC=CC=2)C=CC=CC=1.C1(P(C2C=CC=CC=2)C2C=CC=CC=2)C=CC=CC=1.C1(P(C2C=CC=CC=2)C2C=CC=CC=2)C=CC=CC=1.C1C=CC(P(C2C=CC=CC=2)[C-]2C=CC=C2)=CC=1.C1C=CC(P(C2C=CC=CC=2)[C-]2C=CC=C2)=CC=1.Cl[Pd]Cl.[Fe+2]. The product is [CH3:66][O:65][C:64]([NH:63][C@H:59]([C:58]([N:53]1[C@@H:54]([CH3:57])[CH2:55][CH2:56][C@H:52]1[C:50]1[NH:51][C:47]([C:32]2[CH:33]=[C:34]3[CH2:35][O:36][C:23]4[CH:22]=[C:21]5[C:26]([CH:27]=[CH:28][C:18]6[NH:17][C:16]([C@@H:6]7[CH2:5][C@H:4]([CH2:3][O:2][CH3:1])[CH2:8][N:7]7[C:9]([O:11][C:12]([CH3:13])([CH3:14])[CH3:15])=[O:10])=[N:20][C:19]=65)=[CH:25][C:24]=4[C:29]3=[CH:30][CH:31]=2)=[CH:48][N:49]=1)=[O:68])[CH:60]([CH3:62])[CH3:61])=[O:67]. The yield is 0.390. (7) The reactants are [CH:1]1([NH2:5])[CH2:4][CH2:3][CH2:2]1.[CH2:6]=[C:7]1[O:11][C:9](=[O:10])[CH2:8]1. The catalyst is O1CCCC1. The product is [CH:1]1([NH:5][C:9](=[O:10])[CH2:8][C:7](=[O:11])[CH3:6])[CH2:4][CH2:3][CH2:2]1. The yield is 0.610.